This data is from Forward reaction prediction with 1.9M reactions from USPTO patents (1976-2016). The task is: Predict the product of the given reaction. (1) The product is: [C:1]([O:9][CH2:10][C@@H:11]1[C@@H:15]([O:16][C:17](=[O:24])[C:18]2[CH:19]=[CH:20][CH:21]=[CH:22][CH:23]=2)[C@:14]([F:26])([CH3:25])[CH:13]([O:27][CH3:28])[O:12]1)(=[O:8])[C:2]1[CH:7]=[CH:6][CH:5]=[CH:4][CH:3]=1. Given the reactants [C:1]([O:9][CH2:10][C@@H:11]1[C@@H:15]([O:16][C:17](=[O:24])[C:18]2[CH:23]=[CH:22][CH:21]=[CH:20][CH:19]=2)[C@:14]([F:26])([CH3:25])[CH:13]([OH:27])[O:12]1)(=[O:8])[C:2]1[CH:7]=[CH:6][CH:5]=[CH:4][CH:3]=1.[CH3:28]O, predict the reaction product. (2) Given the reactants C([N:8]1[CH2:13][CH2:12][O:11][CH:10]([C:14]([C:28]2[CH:33]=[CH:32][CH:31]=[CH:30][CH:29]=2)([OH:27])[CH2:15][C:16]2[CH:21]=[CH:20][CH:19]=[CH:18][C:17]=2[O:22][C:23]([F:26])([F:25])[F:24])[CH2:9]1)C1C=CC=CC=1.CC(Cl)OC([Cl:39])=O, predict the reaction product. The product is: [ClH:39].[NH:8]1[CH2:13][CH2:12][O:11][C@@H:10]([C@:14]([C:28]2[CH:29]=[CH:30][CH:31]=[CH:32][CH:33]=2)([OH:27])[CH2:15][C:16]2[CH:21]=[CH:20][CH:19]=[CH:18][C:17]=2[O:22][C:23]([F:26])([F:25])[F:24])[CH2:9]1. (3) The product is: [O:1]1[CH2:5][CH2:4][O:3][CH:2]1[CH2:6][CH2:7][N:8]([CH2:12][C:13]1[CH:18]=[CH:17][CH:16]=[CH:15][CH:14]=1)[CH2:9][CH2:10][O:11][Si:24]([C:27]([CH3:30])([CH3:29])[CH3:28])([CH3:26])[CH3:25]. Given the reactants [O:1]1[CH2:5][CH2:4][O:3][CH:2]1[CH2:6][CH2:7][N:8]([CH2:12][C:13]1[CH:18]=[CH:17][CH:16]=[CH:15][CH:14]=1)[CH2:9][CH2:10][OH:11].N1C=CN=C1.[Si:24](Cl)([C:27]([CH3:30])([CH3:29])[CH3:28])([CH3:26])[CH3:25], predict the reaction product. (4) Given the reactants [Br:1][C:2]1[C:7]([C:8]([OH:10])=[O:9])=[C:6]([NH:11][C:12]2[CH:17]=[CH:16][CH:15]=[CH:14][C:13]=2[Cl:18])[C:5]([F:19])=[C:4]([F:20])[CH:3]=1.[Si](C=[N+]=[N-])(C)(C)[CH3:22], predict the reaction product. The product is: [CH3:22][O:9][C:8](=[O:10])[C:7]1[C:2]([Br:1])=[CH:3][C:4]([F:20])=[C:5]([F:19])[C:6]=1[NH:11][C:12]1[CH:17]=[CH:16][CH:15]=[CH:14][C:13]=1[Cl:18]. (5) Given the reactants [N:1]1[CH:2]=[CH:3][N:4]2[C:9]=1[CH:8]=[CH:7][C:6]([O:10][C:11]1[CH:12]=[C:13]([CH:15]=[CH:16][CH:17]=1)[NH2:14])=[N:5]2.C(N(CC)CC)C.[F:25][C:26]([F:37])([F:36])[C:27]1[CH:28]=[C:29]([N:33]=[C:34]=[O:35])[CH:30]=[CH:31][CH:32]=1, predict the reaction product. The product is: [N:1]1[CH:2]=[CH:3][N:4]2[C:9]=1[CH:8]=[CH:7][C:6]([O:10][C:11]1[CH:12]=[C:13]([NH:14][C:34]([NH:33][C:29]3[CH:30]=[CH:31][CH:32]=[C:27]([C:26]([F:25])([F:36])[F:37])[CH:28]=3)=[O:35])[CH:15]=[CH:16][CH:17]=1)=[N:5]2.